Predict the reactants needed to synthesize the given product. From a dataset of Full USPTO retrosynthesis dataset with 1.9M reactions from patents (1976-2016). (1) Given the product [Cl:1][C:2]1[C:3]([CH3:9])=[C:4]([CH:5]=[CH:6][CH:7]=1)[O:8][C:23]1[N:22]=[CH:21][C:20]([C:25]2[CH:37]=[CH:36][C:28]([C:29]([NH:31][S:32]([CH3:35])(=[O:34])=[O:33])=[O:30])=[CH:27][C:26]=2[O:38][CH3:39])=[CH:19][C:18]=1[C:16]#[N:17], predict the reactants needed to synthesize it. The reactants are: [Cl:1][C:2]1[C:3]([CH3:9])=[C:4]([OH:8])[CH:5]=[CH:6][CH:7]=1.C(=O)([O-])[O-].[Cs+].[Cs+].[C:16]([C:18]1[CH:19]=[C:20]([C:25]2[CH:37]=[CH:36][C:28]([C:29]([NH:31][S:32]([CH3:35])(=[O:34])=[O:33])=[O:30])=[CH:27][C:26]=2[O:38][CH3:39])[CH:21]=[N:22][C:23]=1F)#[N:17]. (2) Given the product [F:1][C:2]1[N:10]=[C:9]2[C:5]([N:6]=[C:7]([CH2:11][C:12]3[C:20]([I:21])=[CH:19][C:15]4[O:16][CH2:17][O:18][C:14]=4[CH:13]=3)[N:8]2[CH2:54][CH2:53][O:52][CH2:51][CH2:50][CH2:49][O:48][C:29]([C:42]2[CH:43]=[CH:44][CH:45]=[CH:46][CH:47]=2)([C:30]2[CH:31]=[CH:32][CH:33]=[CH:34][CH:35]=2)[C:36]2[CH:41]=[CH:40][CH:39]=[CH:38][CH:37]=2)=[C:4]([NH2:22])[N:3]=1, predict the reactants needed to synthesize it. The reactants are: [F:1][C:2]1[N:10]=[C:9]2[C:5]([N:6]=[C:7]([CH2:11][C:12]3[C:20]([I:21])=[CH:19][C:15]4[O:16][CH2:17][O:18][C:14]=4[CH:13]=3)[NH:8]2)=[C:4]([NH2:22])[N:3]=1.C([O-])([O-])=O.[Cs+].[Cs+].[C:29]([O:48][CH2:49][CH2:50][CH2:51][O:52][CH2:53][CH2:54]OS(C1C=CC(C)=CC=1)(=O)=O)([C:42]1[CH:47]=[CH:46][CH:45]=[CH:44][CH:43]=1)([C:36]1[CH:41]=[CH:40][CH:39]=[CH:38][CH:37]=1)[C:30]1[CH:35]=[CH:34][CH:33]=[CH:32][CH:31]=1. (3) Given the product [CH3:25][C:2]1([CH3:1])[CH2:6][C:5]2([CH2:11][CH2:10][C:9]([C:12]3[C:13]([CH2:23][N:37]([CH3:38])[CH2:36][CH2:35][N:27]([CH3:26])[C:28](=[O:34])[O:29][C:30]([CH3:31])([CH3:32])[CH3:33])=[N:14][N:15]([CH:17]4[CH2:22][CH2:21][CH2:20][CH2:19][O:18]4)[CH:16]=3)=[CH:8][CH2:7]2)[O:4][CH2:3]1, predict the reactants needed to synthesize it. The reactants are: [CH3:1][C:2]1([CH3:25])[CH2:6][C:5]2([CH2:11][CH2:10][C:9]([C:12]3[C:13]([CH:23]=O)=[N:14][N:15]([CH:17]4[CH2:22][CH2:21][CH2:20][CH2:19][O:18]4)[CH:16]=3)=[CH:8][CH2:7]2)[O:4][CH2:3]1.[CH3:26][N:27]([CH2:35][CH2:36][NH:37][CH3:38])[C:28](=[O:34])[O:29][C:30]([CH3:33])([CH3:32])[CH3:31].[BH-](OC(C)=O)(OC(C)=O)OC(C)=O.[Na+]. (4) Given the product [Cl:1][C:2]1[C:3]2[N:10]([CH2:13][CH2:12][C:11]([O:15][CH2:16][CH3:17])=[O:14])[CH:9]=[CH:8][C:4]=2[N:5]=[CH:6][N:7]=1, predict the reactants needed to synthesize it. The reactants are: [Cl:1][C:2]1[C:3]2[NH:10][CH:9]=[CH:8][C:4]=2[N:5]=[CH:6][N:7]=1.[C:11]([O:15][CH2:16][CH3:17])(=[O:14])[CH:12]=[CH2:13].C(=O)([O-])[O-].[K+].[K+].[Cl-].[NH4+]. (5) The reactants are: [C:1]([O:5][C:6]([N:8]1[C:16]2[C:11](=[C:12]([NH:18][C:19]3[CH:24]=[CH:23][C:22]([I:25])=[CH:21][C:20]=3[F:26])[C:13]([NH2:17])=[CH:14][CH:15]=2)[CH:10]=[N:9]1)=[O:7])([CH3:4])([CH3:3])[CH3:2].[CH:27]1([S:30](Cl)(=[O:32])=[O:31])[CH2:29][CH2:28]1. Given the product [C:1]([O:5][C:6]([N:8]1[C:16]2[C:11](=[C:12]([NH:18][C:19]3[CH:24]=[CH:23][C:22]([I:25])=[CH:21][C:20]=3[F:26])[C:13]([NH:17][S:30]([CH:27]3[CH2:29][CH2:28]3)(=[O:32])=[O:31])=[CH:14][CH:15]=2)[CH:10]=[N:9]1)=[O:7])([CH3:4])([CH3:2])[CH3:3], predict the reactants needed to synthesize it. (6) Given the product [C:15]([CH2:17][C:18]1([N:12]2[CH:13]=[C:9]([B:4]3[O:5][C:6]([CH3:7])([CH3:8])[C:2]([CH3:14])([CH3:1])[O:3]3)[CH:10]=[N:11]2)[CH2:21][N:20]([C:22]([O:24][C:25]([CH3:28])([CH3:27])[CH3:26])=[O:23])[CH2:19]1)#[N:16], predict the reactants needed to synthesize it. The reactants are: [CH3:1][C:2]1([CH3:14])[C:6]([CH3:8])([CH3:7])[O:5][B:4]([C:9]2[CH:10]=[N:11][NH:12][CH:13]=2)[O:3]1.[C:15]([CH:17]=[C:18]1[CH2:21][N:20]([C:22]([O:24][C:25]([CH3:28])([CH3:27])[CH3:26])=[O:23])[CH2:19]1)#[N:16].N12CCCN=C1CCCCC2. (7) Given the product [Cl:4][C:5]1[CH:6]=[N+:7]([O-:54])[CH:8]=[C:9]([Cl:53])[C:10]=1[CH2:11][C@H:12]([O:23][C:24](=[O:52])[C:25]1[CH:26]=[C:27]([CH3:1])[CH:28]=[C:29]([CH2:31][N:32]([C:40]([O:42][C@@H:43]2[CH:48]3[CH2:49][CH2:50][N:45]([CH2:46][CH2:47]3)[CH2:44]2)=[O:41])[C:33]2[CH:38]=[CH:37][CH:36]=[CH:35][C:34]=2[F:39])[CH:30]=1)[C:13]1[CH:18]=[CH:17][C:16]([O:19][CH3:20])=[C:15]([O:21][CH3:22])[CH:14]=1, predict the reactants needed to synthesize it. The reactants are: [CH:1](O)=O.[Cl:4][C:5]1[CH:6]=[N+:7]([O-:54])[CH:8]=[C:9]([Cl:53])[C:10]=1[CH2:11][C@H:12]([O:23][C:24](=[O:52])[C:25]1[CH:30]=[C:29]([CH2:31][N:32]([C:40]([O:42][C@@H:43]2[CH:48]3[CH2:49][CH2:50][N:45]([CH2:46][CH2:47]3)[CH2:44]2)=[O:41])[C:33]2[CH:38]=[CH:37][CH:36]=[CH:35][C:34]=2[F:39])[CH:28]=[C:27](Br)[CH:26]=1)[C:13]1[CH:18]=[CH:17][C:16]([O:19][CH3:20])=[C:15]([O:21][CH3:22])[CH:14]=1.CB1OBOBO1.Cl.ClC1C=[N+]([O-])C=C(Cl)C=1C[C@@H](C1C=CC(OC)=C(OC)C=1)O.Cl.CN(C)CCCN=C=NCC. (8) Given the product [C:1]([O:5][C:6](=[O:41])[N:7]([CH2:12][C:13]1[O:14][C:15]2[CH:21]=[C:20]([C:22]3[C:30]4[C:25](=[CH:26][C:27]([F:31])=[CH:28][CH:29]=4)[NH:24][CH:23]=3)[CH:19]=[CH:18][C:16]=2[N:17]=1)[S:8]([CH3:11])(=[O:9])=[O:10])([CH3:4])([CH3:2])[CH3:3], predict the reactants needed to synthesize it. The reactants are: [C:1]([O:5][C:6](=[O:41])[N:7]([CH2:12][C:13]1[O:14][C:15]2[CH:21]=[C:20]([C:22]3[C:30]4[C:25](=[CH:26][C:27]([F:31])=[CH:28][CH:29]=4)[N:24](S(C4C=CC=CC=4)(=O)=O)[CH:23]=3)[CH:19]=[CH:18][C:16]=2[N:17]=1)[S:8]([CH3:11])(=[O:10])=[O:9])([CH3:4])([CH3:3])[CH3:2].[OH-].[Na+].Cl. (9) Given the product [ClH:1].[Cl:1][C:2]1[C:3]([F:38])=[C:4]([CH:35]=[CH:36][CH:37]=1)[C:5]([N:7]1[CH2:8][CH2:9][C:10]([CH2:14][C:15]2[CH:20]=[CH:19][CH:18]=[C:17]([NH:21][C:22]3[CH:26]=[CH:25][NH:24][N:23]=3)[N:16]=2)([OH:13])[CH2:11][CH2:12]1)=[O:6], predict the reactants needed to synthesize it. The reactants are: [Cl:1][C:2]1[C:3]([F:38])=[C:4]([CH:35]=[CH:36][CH:37]=1)[C:5]([N:7]1[CH2:12][CH2:11][C:10]([CH2:14][C:15]2[CH:20]=[CH:19][CH:18]=[C:17]([NH:21][C:22]3[CH:26]=[CH:25][N:24](COCC[Si](C)(C)C)[N:23]=3)[N:16]=2)([OH:13])[CH2:9][CH2:8]1)=[O:6]. (10) The reactants are: [CH3:1][CH:2]1[CH2:7][CH2:6][C:5](=[O:8])[O:4][C:3]1=[O:9].[NH2:10][C:11]1[CH:18]=[CH:17][C:14]([C:15]#[N:16])=[C:13]([Cl:19])[CH:12]=1.ClC1C=C(NC(=O)C(C)CCC(O)=O)C=CC=1C#N. Given the product [Cl:19][C:13]1[CH:12]=[C:11]([NH:10][C:5](=[O:8])[CH2:6][CH2:7][CH:2]([CH3:1])[C:3]([OH:4])=[O:9])[CH:18]=[CH:17][C:14]=1[C:15]#[N:16], predict the reactants needed to synthesize it.